From a dataset of Reaction yield outcomes from USPTO patents with 853,638 reactions. Predict the reaction yield, written as a fraction of the theoretical maximum amount of product (1.0 means a 100% yield; for example, 0.34 means a 34% yield). (1) The reactants are [CH2:1]([O:4][C:5]([C:7]1[N:8]([NH2:13])[CH:9]=[C:10]([F:12])[CH:11]=1)=[O:6])[CH:2]=[CH2:3].[CH:14](=O)[CH2:15][CH:16]([CH3:18])[CH3:17].C([BH3-])#N.[Na+]. The catalyst is CO. The product is [CH2:1]([O:4][C:5]([C:7]1[N:8]([NH:13][CH2:14][CH2:15][CH:16]([CH3:18])[CH3:17])[CH:9]=[C:10]([F:12])[CH:11]=1)=[O:6])[CH:2]=[CH2:3]. The yield is 0.382. (2) The reactants are [CH3:1][O:2][C:3](=[O:25])[CH2:4][C:5]1[C:14]([CH3:15])=[C:13]([O:16]CC2C=CC=CC=2)[C:12]2[C:7](=[CH:8][CH:9]=[C:10]([F:24])[CH:11]=2)[CH:6]=1.[H][H]. The catalyst is CO.[Pd]. The product is [CH3:1][O:2][C:3](=[O:25])[CH2:4][C:5]1[C:14]([CH3:15])=[C:13]([OH:16])[C:12]2[C:7](=[CH:8][CH:9]=[C:10]([F:24])[CH:11]=2)[CH:6]=1. The yield is 0.830.